This data is from NCI-60 drug combinations with 297,098 pairs across 59 cell lines. The task is: Regression. Given two drug SMILES strings and cell line genomic features, predict the synergy score measuring deviation from expected non-interaction effect. (1) Drug 1: CCC1=CC2CC(C3=C(CN(C2)C1)C4=CC=CC=C4N3)(C5=C(C=C6C(=C5)C78CCN9C7C(C=CC9)(C(C(C8N6C)(C(=O)OC)O)OC(=O)C)CC)OC)C(=O)OC.C(C(C(=O)O)O)(C(=O)O)O. Drug 2: CCC1(CC2CC(C3=C(CCN(C2)C1)C4=CC=CC=C4N3)(C5=C(C=C6C(=C5)C78CCN9C7C(C=CC9)(C(C(C8N6C=O)(C(=O)OC)O)OC(=O)C)CC)OC)C(=O)OC)O.OS(=O)(=O)O. Cell line: CAKI-1. Synergy scores: CSS=22.6, Synergy_ZIP=-1.95, Synergy_Bliss=-3.61, Synergy_Loewe=-1.27, Synergy_HSA=-1.44. (2) Drug 2: C#CCC(CC1=CN=C2C(=N1)C(=NC(=N2)N)N)C3=CC=C(C=C3)C(=O)NC(CCC(=O)O)C(=O)O. Synergy scores: CSS=19.1, Synergy_ZIP=8.03, Synergy_Bliss=8.48, Synergy_Loewe=-16.2, Synergy_HSA=-3.45. Cell line: SN12C. Drug 1: CC1=C(C=C(C=C1)C(=O)NC2=CC(=CC(=C2)C(F)(F)F)N3C=C(N=C3)C)NC4=NC=CC(=N4)C5=CN=CC=C5.